Regression. Given a peptide amino acid sequence and an MHC pseudo amino acid sequence, predict their binding affinity value. This is MHC class II binding data. From a dataset of Peptide-MHC class II binding affinity with 134,281 pairs from IEDB. (1) The peptide sequence is LSLCNKIKGLKVFNT. The MHC is DRB4_0101 with pseudo-sequence DRB4_0103. The binding affinity (normalized) is 0.773. (2) The peptide sequence is NGSAEVHRGAVPRRG. The MHC is DRB1_0701 with pseudo-sequence DRB1_0701. The binding affinity (normalized) is 0. (3) The peptide sequence is IMLLAYYIAAVNIES. The MHC is DRB4_0101 with pseudo-sequence DRB4_0103. The binding affinity (normalized) is 0.294. (4) The peptide sequence is AAHSAAFEDLRVSSY. The MHC is H-2-IAd with pseudo-sequence H-2-IAd. The binding affinity (normalized) is 0.198.